Dataset: Reaction yield outcomes from USPTO patents with 853,638 reactions. Task: Predict the reaction yield, written as a fraction of the theoretical maximum amount of product (1.0 means a 100% yield; for example, 0.34 means a 34% yield). (1) The reactants are [C:1]([C:4]1[CH:9]=[CH:8][CH:7]=[CH:6][C:5]=1[C:10]1[C:11]([C:36]([O:38]C)=[O:37])=[CH:12][C:13]([C:16]2[CH:17]=[CH:18][C:19]3[O:23][C:22]([C:24]4[CH:29]=[CH:28][C:27]([F:30])=[CH:26][CH:25]=4)=[C:21]([C:31](=[O:34])[NH:32][CH3:33])[C:20]=3[CH:35]=2)=[CH:14][CH:15]=1)(=[O:3])[NH2:2].CO.[OH-].[Na+].Cl. The catalyst is C(OCC)(=O)C.C1COCC1. The product is [C:1]([C:4]1[CH:9]=[CH:8][CH:7]=[CH:6][C:5]=1[C:10]1[C:11]([C:36]([OH:38])=[O:37])=[CH:12][C:13]([C:16]2[CH:17]=[CH:18][C:19]3[O:23][C:22]([C:24]4[CH:29]=[CH:28][C:27]([F:30])=[CH:26][CH:25]=4)=[C:21]([C:31](=[O:34])[NH:32][CH3:33])[C:20]=3[CH:35]=2)=[CH:14][CH:15]=1)(=[O:3])[NH2:2]. The yield is 0.980. (2) The reactants are Cl[C:2]1[N:7]=[C:6]([NH2:8])[C:5]([CH3:9])=[CH:4][N:3]=1.[NH2:10][C:11]1[CH:30]=[CH:29][C:14]([O:15][CH:16]2[CH2:21][CH2:20][N:19]([C:22]([O:24][C:25]([CH3:28])([CH3:27])[CH3:26])=[O:23])[CH2:18][CH2:17]2)=[CH:13][CH:12]=1. The catalyst is C(O)(=O)C. The product is [NH2:8][C:6]1[C:5]([CH3:9])=[CH:4][N:3]=[C:2]([NH:10][C:11]2[CH:12]=[CH:13][C:14]([O:15][CH:16]3[CH2:21][CH2:20][N:19]([C:22]([O:24][C:25]([CH3:26])([CH3:27])[CH3:28])=[O:23])[CH2:18][CH2:17]3)=[CH:29][CH:30]=2)[N:7]=1. The yield is 0.950.